Dataset: Reaction yield outcomes from USPTO patents with 853,638 reactions. Task: Predict the reaction yield, written as a fraction of the theoretical maximum amount of product (1.0 means a 100% yield; for example, 0.34 means a 34% yield). (1) The reactants are C(OC(=O)[NH:7][C@@H:8]([C:17](=[O:39])[NH:18][C@H:19]([C:28](=[O:38])[NH:29][C:30]1[S:31][CH:32]=[C:33]([C:35](=[O:37])[CH3:36])[N:34]=1)[C@H:20]([C:22]1[CH:27]=[CH:26][CH:25]=[CH:24][CH:23]=1)[CH3:21])[C:9]1[CH:14]=[CH:13][C:12]([O:15][CH3:16])=[CH:11][CH:10]=1)(C)(C)C.FC(F)(F)C(O)=O. The catalyst is ClCCl. The product is [C:35]([C:33]1[N:34]=[C:30]([NH:29][C:28](=[O:38])[C@@H:19]([NH:18][C:17](=[O:39])[C@H:8]([NH2:7])[C:9]2[CH:14]=[CH:13][C:12]([O:15][CH3:16])=[CH:11][CH:10]=2)[C@H:20]([C:22]2[CH:23]=[CH:24][CH:25]=[CH:26][CH:27]=2)[CH3:21])[S:31][CH:32]=1)(=[O:37])[CH3:36]. The yield is 0.900. (2) The reactants are [C:1]1([CH3:14])[CH:6]=[CH:5][CH:4]=[CH:3][C:2]=1[NH:7][C:8](=O)[C:9]([CH3:12])([CH3:11])[CH3:10].[Li]CCCC.[NH4+].[Cl-]. The catalyst is C1COCC1. The product is [C:9]([C:8]1[NH:7][C:2]2[C:1]([CH:14]=1)=[CH:6][CH:5]=[CH:4][CH:3]=2)([CH3:12])([CH3:11])[CH3:10]. The yield is 0.880. (3) The reactants are [N+]([C:4]1[CH:11]=[CH:10][CH:9]=[C:8]([N+:12]([O-:14])=[O:13])[C:5]=1[C:6]#[N:7])([O-])=O.[O:15]1[CH2:19][CH2:18][CH:17]([OH:20])[CH2:16]1. No catalyst specified. The product is [N+:12]([C:8]1[CH:9]=[CH:10][CH:11]=[C:4]([O:20][CH:17]2[CH2:18][CH2:19][O:15][CH2:16]2)[C:5]=1[C:6]#[N:7])([O-:14])=[O:13]. The yield is 0.500. (4) The reactants are C[O:2][C:3]([C:5]1[CH:14]=[CH:13][C:12]2[NH:11][CH:10]([C:15]3[CH:20]=[CH:19][C:18]([F:21])=[C:17]([Cl:22])[CH:16]=3)[CH2:9][C:8]([CH3:25])([CH:23]=[CH2:24])[C:7]=2[N:6]=1)=[O:4].[OH-].[Na+]. The catalyst is O1CCCC1.CO.O. The product is [Cl:22][C:17]1[CH:16]=[C:15]([CH:10]2[CH2:9][C:8]([CH3:25])([CH:23]=[CH2:24])[C:7]3[N:6]=[C:5]([C:3]([OH:4])=[O:2])[CH:14]=[CH:13][C:12]=3[NH:11]2)[CH:20]=[CH:19][C:18]=1[F:21]. The yield is 0.627. (5) The reactants are C[O:2][C:3](=[O:26])[C:4]1[C:5](=[C:10]([O:14][CH2:15][C:16]2[S:20][C:19]3[CH:21]=[CH:22][CH:23]=[CH:24][C:18]=3[C:17]=2[Cl:25])[CH:11]=[CH:12][CH:13]=1)[C:6]([O:8]C)=[O:7]. The catalyst is [OH-].[Na+]. The product is [Cl:25][C:17]1[C:18]2[CH:24]=[CH:23][CH:22]=[CH:21][C:19]=2[S:20][C:16]=1[CH2:15][O:14][C:10]1[CH:11]=[CH:12][CH:13]=[C:4]([C:3]([OH:26])=[O:2])[C:5]=1[C:6]([OH:8])=[O:7]. The yield is 0.920. (6) The reactants are CN(C(ON1N=[N:16][C:11]2[CH:12]=[CH:13][CH:14]=[N:15][C:10]1=2)=[N+](C)C)C.F[P-](F)(F)(F)(F)F.[F:25][C:26]1[CH:31]=[CH:30][C:29]([NH:32][C:33]2[C:34]3[C:41]([CH3:42])=[C:40]([C:43]([O:45]C)=O)[S:39][C:35]=3[N:36]=[CH:37][N:38]=2)=[C:28]([O:47][CH:48]2[CH2:53][CH2:52][O:51][CH2:50][CH2:49]2)[CH:27]=1.CCN(C(C)C)C(C)C.NCCCCN(C)C(=O)OC(C)(C)C.FC(F)(F)C(O)=O. The catalyst is CN(C=O)C.C(Cl)Cl. The product is [F:25][C:26]1[CH:31]=[CH:30][C:29]([NH:32][C:33]2[C:34]3[C:41]([CH3:42])=[C:40]([C:43]([NH:16][CH2:11][CH2:12][CH2:13][CH2:14][NH:15][CH3:10])=[O:45])[S:39][C:35]=3[N:36]=[CH:37][N:38]=2)=[C:28]([O:47][CH:48]2[CH2:49][CH2:50][O:51][CH2:52][CH2:53]2)[CH:27]=1. The yield is 0.490. (7) The reactants are [C:1](Cl)(=[O:8])[C:2]1[CH:7]=[CH:6][CH:5]=[CH:4][CH:3]=1.[O:10]([C:20]1[CH:25]=[CH:24][C:23]([N+:26]([O-:28])=[O:27])=[CH:22][CH:21]=1)[C@@H:11]1[O:19][CH2:18][C@H:16]([OH:17])[C@H:14]([OH:15])[C@H:12]1[OH:13]. The catalyst is CN(C=O)C.N1C=CC=CC=1. The product is [C:1]([O:13][C@@H:12]1[C@@H:14]([O:15][C:1](=[O:8])[C:2]2[CH:7]=[CH:6][CH:5]=[CH:4][CH:3]=2)[C@@H:16]([OH:17])[CH2:18][O:19][C@H:11]1[O:10][C:20]1[CH:21]=[CH:22][C:23]([N+:26]([O-:28])=[O:27])=[CH:24][CH:25]=1)(=[O:8])[C:2]1[CH:7]=[CH:6][CH:5]=[CH:4][CH:3]=1. The yield is 0.290. (8) The reactants are I[C:2]1[CH:7]=[CH:6][CH:5]=[CH:4][N:3]=1.[CH3:8][C:9]#[C:10][CH3:11].[Cl-].[Li+].C(=O)([O-])[O-].[Na+].[Na+].C[N:21](C=O)C. The catalyst is C(OCC)(=O)C.[Cl-].[NH4+].C(Cl)Cl.C1C=CC(P(C2C=CC=CC=2)[C-]2C=CC=C2)=CC=1.C1C=CC(P(C2C=CC=CC=2)[C-]2C=CC=C2)=CC=1.Cl[Pd]Cl.[Fe+2].CO. The product is [CH3:8][C:9]1[NH:21][C:7]2=[CH:2][N:3]=[CH:4][CH:5]=[C:6]2[C:10]=1[CH3:11]. The yield is 0.770.